From a dataset of Forward reaction prediction with 1.9M reactions from USPTO patents (1976-2016). Predict the product of the given reaction. (1) Given the reactants N1[C:10]2[CH:9]([NH:11][CH2:12][CH2:13][CH2:14][CH2:15][NH:16][C:17](=O)OC(C)(C)C)[CH2:8][CH2:7][CH2:6][C:5]=2C=CC=1.N1C2C(=O)CCCC=2C=CC=1.NCCCCN[C:41](=[O:47])[O:42][C:43](C)(C)[CH3:44].[BH4-].[Na+], predict the reaction product. The product is: [CH2:43]([O:42][C:41]([C:17]1[C:12]2[NH:11][C:9]3[C:10]([C:13]=2[CH:14]=[CH:15][N:16]=1)=[CH:5][CH:6]=[CH:7][CH:8]=3)=[O:47])[CH3:44]. (2) Given the reactants [NH2:1][C:2]1[CH:17]=[CH:16][C:5]([C:6]([O:8][CH2:9][C:10]2[CH:15]=[CH:14][CH:13]=[CH:12][CH:11]=2)=[O:7])=[C:4]([O:18][CH2:19][C:20]2[CH:25]=[CH:24][CH:23]=[CH:22][CH:21]=2)[CH:3]=1.[Br:26][C:27]1[CH:34]=[CH:33][C:30]([CH:31]=O)=[CH:29][CH:28]=1, predict the reaction product. The product is: [CH2:19]([O:18][C:4]1[CH:3]=[C:2]([NH:1][CH2:31][C:30]2[CH:33]=[CH:34][C:27]([Br:26])=[CH:28][CH:29]=2)[CH:17]=[CH:16][C:5]=1[C:6]([O:8][CH2:9][C:10]1[CH:15]=[CH:14][CH:13]=[CH:12][CH:11]=1)=[O:7])[C:20]1[CH:25]=[CH:24][CH:23]=[CH:22][CH:21]=1. (3) Given the reactants [Cl:1][C:2]1[CH:11]=[C:10]2[C:5]([C:6]([N:12]3[CH2:17][CH2:16][N:15]([C:18]([NH:20][CH:21]4[CH2:27][CH2:26][CH2:25][CH2:24][CH:23]([OH:28])[CH2:22]4)=[O:19])[CH2:14][CH2:13]3)=[CH:7][CH:8]=[N:9]2)=[CH:4][CH:3]=1.CC(OI1(OC(C)=O)(OC(C)=O)OC(=O)C2C=CC=CC1=2)=O, predict the reaction product. The product is: [Cl:1][C:2]1[CH:11]=[C:10]2[C:5]([C:6]([N:12]3[CH2:17][CH2:16][N:15]([C:18]([NH:20][CH:21]4[CH2:27][CH2:26][CH2:25][CH2:24][C:23](=[O:28])[CH2:22]4)=[O:19])[CH2:14][CH2:13]3)=[CH:7][CH:8]=[N:9]2)=[CH:4][CH:3]=1. (4) Given the reactants [C:1]([O:5][C:6]([N:8]1[CH2:13][CH2:12][CH2:11][C@H:10]([CH2:14][NH:15][C:16]([C@H:18]2[CH2:22][CH2:21][CH2:20][N:19]2[C:23]([C@@H:25]2[CH2:29][C@@H:28]([O:30][C:31]([CH3:34])([CH3:33])[CH3:32])[CH2:27][N:26]2[C:35](=[O:62])[CH2:36][C:37]([C:54]2[CH:59]=[CH:58][C:57]([CH:60]=[CH2:61])=[CH:56][CH:55]=2)([C:46]2[CH:51]=[CH:50][C:49]([CH:52]=[CH2:53])=[CH:48][CH:47]=2)[C:38]2[CH:43]=[CH:42][C:41]([CH:44]=[CH2:45])=[CH:40][CH:39]=2)=[O:24])=[O:17])[CH2:9]1)=[O:7])([CH3:4])([CH3:3])[CH3:2], predict the reaction product. The product is: [C:1]([O:5][C:6]([N:8]1[CH2:13][CH2:12][CH2:11][C@H:10]([CH2:14][NH:15][C:16]([C@H:18]2[CH2:22][CH2:21][CH2:20][N:19]2[C:23]([C@@H:25]2[CH2:29][C@@H:28]([O:30][C:31]([CH3:34])([CH3:33])[CH3:32])[CH2:27][N:26]2[C:35](=[O:62])[CH2:36][C:37]([C:54]2[CH:55]=[CH:56][C:57]([CH2:60][CH3:61])=[CH:58][CH:59]=2)([C:38]2[CH:43]=[CH:42][C:41]([CH2:44][CH3:45])=[CH:40][CH:39]=2)[C:46]2[CH:51]=[CH:50][C:49]([CH2:52][CH3:53])=[CH:48][CH:47]=2)=[O:24])=[O:17])[CH2:9]1)=[O:7])([CH3:2])([CH3:3])[CH3:4]. (5) Given the reactants [Cl:1][C:2]1[CH:3]=[N:4][CH:5]=[C:6]([Cl:32])[C:7]=1[NH:8][C:9](=[O:31])[C:10]([C:12]1[C:20]2[C:15](=[CH:16][CH:17]=[C:18]([O:21]C)[CH:19]=2)[N:14]([CH2:23][C:24]2[CH:29]=[CH:28][C:27]([F:30])=[CH:26][CH:25]=2)[CH:13]=1)=[O:11].B(Br)(Br)Br.C(=O)([O-])O.[Na+], predict the reaction product. The product is: [Cl:1][C:2]1[CH:3]=[N:4][CH:5]=[C:6]([Cl:32])[C:7]=1[NH:8][C:9](=[O:31])[C:10]([C:12]1[C:20]2[C:15](=[CH:16][CH:17]=[C:18]([OH:21])[CH:19]=2)[N:14]([CH2:23][C:24]2[CH:29]=[CH:28][C:27]([F:30])=[CH:26][CH:25]=2)[CH:13]=1)=[O:11]. (6) Given the reactants S(Cl)([Cl:3])=O.[CH3:5]O.[NH2:7][C@@H:8]([CH2:12][CH2:13][CH2:14][NH:15][C:16]([O:18][CH2:19][C:20]1[CH:25]=[CH:24][CH:23]=[CH:22][CH:21]=1)=[O:17])[C:9]([OH:11])=[O:10], predict the reaction product. The product is: [ClH:3].[NH2:7][C@@H:8]([CH2:12][CH2:13][CH2:14][NH:15][C:16]([O:18][CH2:19][C:20]1[CH:25]=[CH:24][CH:23]=[CH:22][CH:21]=1)=[O:17])[C:9]([O:11][CH3:5])=[O:10].